Dataset: Forward reaction prediction with 1.9M reactions from USPTO patents (1976-2016). Task: Predict the product of the given reaction. (1) Given the reactants Cl[C:2]1[C:11]2[C:6](=[CH:7][C:8]([S:12]([O:15][C:16]3[C:21]([F:22])=[C:20]([F:23])[C:19]([F:24])=[C:18]([F:25])[C:17]=3[F:26])(=[O:14])=[O:13])=[CH:9][CH:10]=2)[CH:5]=[CH:4][N:3]=1.[Cl:27][C:28]1[CH:33]=[C:32](B(O)O)[C:31]([O:37][CH3:38])=[CH:30][C:29]=1[C:39]1[CH:44]=[CH:43][CH:42]=[C:41]([F:45])[CH:40]=1.C(=O)([O-])[O-].[K+].[K+], predict the reaction product. The product is: [Cl:27][C:28]1[CH:33]=[C:32]([C:2]2[C:11]3[C:6](=[CH:7][C:8]([S:12]([O:15][C:16]4[C:21]([F:22])=[C:20]([F:23])[C:19]([F:24])=[C:18]([F:25])[C:17]=4[F:26])(=[O:14])=[O:13])=[CH:9][CH:10]=3)[CH:5]=[CH:4][N:3]=2)[C:31]([O:37][CH3:38])=[CH:30][C:29]=1[C:39]1[CH:44]=[CH:43][CH:42]=[C:41]([F:45])[CH:40]=1. (2) Given the reactants F[C:2]1[CH:3]=[N:4][CH:5]=[CH:6][C:7]=1[C:8]1[O:9][C:10]2[CH:16]=[CH:15][C:14]([C:17]([F:20])([F:19])[F:18])=[CH:13][C:11]=2[N:12]=1.[NH:21]1[CH2:26][CH2:25][CH2:24][CH2:23][CH2:22]1.C(=O)([O-])[O-].[K+].[K+].CN(C=O)C, predict the reaction product. The product is: [N:21]1([C:2]2[CH:3]=[N:4][CH:5]=[CH:6][C:7]=2[C:8]2[O:9][C:10]3[CH:16]=[CH:15][C:14]([C:17]([F:20])([F:19])[F:18])=[CH:13][C:11]=3[N:12]=2)[CH2:26][CH2:25][CH2:24][CH2:23][CH2:22]1. (3) The product is: [CH3:10][Si:11]([CH3:22])([NH:12][B:14]([C:16]1[CH:21]=[CH:20][CH:19]=[CH:18][CH:17]=1)[Cl:15])[Cl:8]. Given the reactants C1(B(Cl)[Cl:8])C=CC=CC=1.[CH3:10][SiH:11]([CH3:22])[N:12]([B:14]([C:16]1[CH:21]=[CH:20][CH:19]=[CH:18][CH:17]=1)[Cl:15])Cl, predict the reaction product. (4) The product is: [Br:3][C:4]1[C:5]([O:22][CH2:23][C:24]2[CH:29]=[CH:28][CH:27]=[CH:26][CH:25]=2)=[CH:6][C:7]([O:14][CH2:15][C:16]2[CH:21]=[CH:20][CH:19]=[CH:18][CH:17]=2)=[C:8]([CH:13]=1)[C:9]([OH:11])=[O:10]. Given the reactants [OH-].[Na+].[Br:3][C:4]1[C:5]([O:22][CH2:23][C:24]2[CH:29]=[CH:28][CH:27]=[CH:26][CH:25]=2)=[CH:6][C:7]([O:14][CH2:15][C:16]2[CH:21]=[CH:20][CH:19]=[CH:18][CH:17]=2)=[C:8]([CH:13]=1)[C:9]([O:11]C)=[O:10], predict the reaction product. (5) Given the reactants O.[OH-].[Li+:3].[C:4]([N:7]1[C:15]2[C:10](=[CH:11][C:12]([CH2:16][CH2:17][N:18]3[CH2:23][CH2:22][N:21]([C:24]4[C:32]5[O:31][C:30]([C:33]([O:35]CC)=[O:34])=[CH:29][C:28]=5[CH:27]=[CH:26][CH:25]=4)[CH2:20][CH2:19]3)=[CH:13][CH:14]=2)[CH2:9][CH2:8]1)(=[O:6])[CH3:5], predict the reaction product. The product is: [C:4]([N:7]1[C:15]2[C:10](=[CH:11][C:12]([CH2:16][CH2:17][N:18]3[CH2:19][CH2:20][N:21]([C:24]4[C:32]5[O:31][C:30]([C:33]([O-:35])=[O:34])=[CH:29][C:28]=5[CH:27]=[CH:26][CH:25]=4)[CH2:22][CH2:23]3)=[CH:13][CH:14]=2)[CH2:9][CH2:8]1)(=[O:6])[CH3:5].[Li+:3]. (6) Given the reactants I[CH2:2][C@H:3]1[CH2:8][CH2:7][CH2:6][N:5]([C:9]([O:11][C:12]([CH3:15])([CH3:14])[CH3:13])=[O:10])[CH2:4]1.[C:16]1([C:22]([N:24]2[CH2:29][CH2:28][N:27]([C:30]3[CH:35]=[CH:34][C:33]([OH:36])=[CH:32][CH:31]=3)[CH2:26][CH2:25]2)=[O:23])[CH:21]=[CH:20][CH:19]=[CH:18][CH:17]=1, predict the reaction product. The product is: [C:16]1([C:22]([N:24]2[CH2:29][CH2:28][N:27]([C:30]3[CH:31]=[CH:32][C:33]([O:36][CH2:2][C@H:3]4[CH2:8][CH2:7][CH2:6][N:5]([C:9]([O:11][C:12]([CH3:15])([CH3:14])[CH3:13])=[O:10])[CH2:4]4)=[CH:34][CH:35]=3)[CH2:26][CH2:25]2)=[O:23])[CH:17]=[CH:18][CH:19]=[CH:20][CH:21]=1. (7) Given the reactants [CH2:1]([N:8]=[C:9]=[O:10])[C:2]1[CH:7]=[CH:6][CH:5]=[CH:4][CH:3]=1.[C:11]1([C:17]2([CH2:27][CH2:28][CH2:29][CH3:30])[C:21]3[CH2:22][NH:23][CH2:24][CH2:25][C:20]=3[C:19](=[O:26])[O:18]2)[CH:16]=[CH:15][CH:14]=[CH:13][CH:12]=1, predict the reaction product. The product is: [CH2:1]([NH:8][C:9]([N:23]1[CH2:24][CH2:25][C:20]2[C:19](=[O:26])[O:18][C:17]([CH2:27][CH2:28][CH2:29][CH3:30])([C:11]3[CH:16]=[CH:15][CH:14]=[CH:13][CH:12]=3)[C:21]=2[CH2:22]1)=[O:10])[C:2]1[CH:7]=[CH:6][CH:5]=[CH:4][CH:3]=1. (8) The product is: [CH3:33][S:34]([O:1][CH2:2][C@@H:3]1[CH2:7][S:6][C:5]([C:8]2[NH:9][C:10]3[C:15]([CH:16]=2)=[CH:14][C:13]([O:17][CH2:18][CH2:19][O:20][CH3:21])=[CH:12][C:11]=3[N:22]([CH3:32])[S:23]([C:26]2[CH:31]=[CH:30][CH:29]=[CH:28][N:27]=2)(=[O:24])=[O:25])=[N:4]1)(=[O:36])=[O:35]. Given the reactants [OH:1][CH2:2][C@@H:3]1[CH2:7][S:6][C:5]([C:8]2[NH:9][C:10]3[C:15]([CH:16]=2)=[CH:14][C:13]([O:17][CH2:18][CH2:19][O:20][CH3:21])=[CH:12][C:11]=3[N:22]([CH3:32])[S:23]([C:26]2[CH:31]=[CH:30][CH:29]=[CH:28][N:27]=2)(=[O:25])=[O:24])=[N:4]1.[CH3:33][S:34](Cl)(=[O:36])=[O:35].C(N(CC)CC)C, predict the reaction product. (9) Given the reactants C([S:4][CH2:5][C:6]1[CH:7]=[C:8]([C:22]([O:24]C)=[O:23])[C:9]([C:12]2[CH:17]=[CH:16][CH:15]=[C:14]([C:18]([O:20]C)=[O:19])[CH:13]=2)=[CH:10][CH:11]=1)(=O)C.[OH-].[Na+].Cl, predict the reaction product. The product is: [SH:4][CH2:5][C:6]1[CH:7]=[C:8]([C:22]([OH:24])=[O:23])[C:9]([C:12]2[CH:17]=[CH:16][CH:15]=[C:14]([C:18]([OH:20])=[O:19])[CH:13]=2)=[CH:10][CH:11]=1.